Dataset: HIV replication inhibition screening data with 41,000+ compounds from the AIDS Antiviral Screen. Task: Binary Classification. Given a drug SMILES string, predict its activity (active/inactive) in a high-throughput screening assay against a specified biological target. (1) The compound is COC(=O)c1c(N)[nH][nH]c1=N. The result is 0 (inactive). (2) The drug is CC(C)(C)C(=O)C(CC(=O)c1ccccc1)C(=O)C(C)(C)C. The result is 0 (inactive). (3) The molecule is COc1ccc(NS(=O)(=O)c2ccc(NC(NC(=O)CC(C)C)(C(F)(F)F)C(F)(F)F)cc2)nn1. The result is 0 (inactive).